Dataset: Reaction yield outcomes from USPTO patents with 853,638 reactions. Task: Predict the reaction yield, written as a fraction of the theoretical maximum amount of product (1.0 means a 100% yield; for example, 0.34 means a 34% yield). (1) The reactants are C(OC([N:8]1[CH2:17][CH2:16][C:15]2[C:10](=[CH:11][CH:12]=[C:13]([O:18][C:19]3[CH:24]=[CH:23][C:22]([C:25](=[O:27])[NH2:26])=[CH:21][N:20]=3)[CH:14]=2)[CH2:9]1)=O)(C)(C)C.C(Cl)Cl.C(O)(C(F)(F)F)=O.C([O-])([O-])=O.[K+].[K+]. The catalyst is C(Cl)(Cl)Cl. The product is [CH2:9]1[C:10]2[C:15](=[CH:14][C:13]([O:18][C:19]3[CH:24]=[CH:23][C:22]([C:25]([NH2:26])=[O:27])=[CH:21][N:20]=3)=[CH:12][CH:11]=2)[CH2:16][CH2:17][NH:8]1. The yield is 0.710. (2) The reactants are [OH:1][CH2:2][CH2:3][CH:4]1[CH2:9][CH2:8][N:7]([CH2:10][C:11]#[N:12])[CH2:6][CH2:5]1.[H-].[H-].[H-].[H-].[Li+].[Al+3].[OH-].[Na+].[ClH:21]. The catalyst is CCOCC.O. The product is [ClH:21].[NH2:12][CH2:11][CH2:10][N:7]1[CH2:6][CH2:5][CH:4]([CH2:3][CH2:2][OH:1])[CH2:9][CH2:8]1. The yield is 0.620. (3) The reactants are [F:1][C:2]1[CH:7]=[CH:6][C:5]([C:8](=[C:16]2[CH2:21][C:20]([CH3:23])([CH3:22])[CH2:19][C:18]([CH3:25])([CH3:24])[CH2:17]2)[C:9]2[CH:14]=[CH:13][C:12]([OH:15])=[CH:11][CH:10]=2)=[CH:4][CH:3]=1.C([O-])([O-])=O.[K+].[K+].Br[CH2:33][CH2:34][CH2:35][C:36]([O:38][CH2:39][CH3:40])=[O:37]. The catalyst is CC(C)=O. The product is [F:1][C:2]1[CH:3]=[CH:4][C:5]([C:8](=[C:16]2[CH2:17][C:18]([CH3:25])([CH3:24])[CH2:19][C:20]([CH3:23])([CH3:22])[CH2:21]2)[C:9]2[CH:14]=[CH:13][C:12]([O:15][CH2:33][CH2:34][CH2:35][C:36]([O:38][CH2:39][CH3:40])=[O:37])=[CH:11][CH:10]=2)=[CH:6][CH:7]=1. The yield is 0.900. (4) The reactants are [CH3:1][O:2][C:3]1[CH:4]=[C:5]([CH2:9][CH2:10][NH:11][C:12]2[CH:17]=[CH:16][CH:15]=[CH:14][CH:13]=2)[CH:6]=[CH:7][CH:8]=1.[Br:18][C:19]1[CH:24]=[CH:23][C:22]([CH2:25][C:26](Cl)=[O:27])=[CH:21][CH:20]=1.BrC(C1C=CC=CC=1)C(Cl)=O.C(Cl)(=O)C(Cl)=O. The catalyst is C(OCC)(=O)C.C(Cl)Cl.O. The product is [Br:18][C:19]1[CH:24]=[CH:23][C:22]([CH2:25][C:26]([N:11]([CH2:10][CH2:9][C:5]2[CH:6]=[CH:7][CH:8]=[C:3]([O:2][CH3:1])[CH:4]=2)[C:12]2[CH:17]=[CH:16][CH:15]=[CH:14][CH:13]=2)=[O:27])=[CH:21][CH:20]=1. The yield is 0.980. (5) The reactants are [Br:1][C:2]1[N:7]=[C:6]2[C:8]([CH3:28])=[C:9]([CH:11]([NH:18][C:19]3[CH:27]=[CH:26][C:22]([C:23](O)=[O:24])=[CH:21][CH:20]=3)[CH:12]3[CH2:17][CH2:16][CH2:15][CH2:14][CH2:13]3)[O:10][C:5]2=[CH:4][CH:3]=1.Cl.[CH2:30]([O:32][C:33](=[O:37])[CH2:34][CH2:35][NH2:36])[CH3:31].O.ON1C2C=CC=CC=2N=N1.Cl.C(N=C=NCCCN(C)C)C.[Cl-].[NH4+]. The catalyst is CN(C)C=O.C(N(CC)CC)C. The product is [Br:1][C:2]1[N:7]=[C:6]2[C:8]([CH3:28])=[C:9]([CH:11]([NH:18][C:19]3[CH:20]=[CH:21][C:22]([C:23]([NH:36][CH2:35][CH2:34][C:33]([O:32][CH2:30][CH3:31])=[O:37])=[O:24])=[CH:26][CH:27]=3)[CH:12]3[CH2:17][CH2:16][CH2:15][CH2:14][CH2:13]3)[O:10][C:5]2=[CH:4][CH:3]=1. The yield is 0.930. (6) The reactants are [F:1][C:2]1[CH:3]=[C:4](N)[CH:5]=[C:6]([C:8]([F:11])([F:10])[F:9])[CH:7]=1.[ClH:13].N([O-])=O.[Na+].[S:18](=[O:21])(O)[OH:19]. The catalyst is FC(F)(F)C(O)=O.O.[Cu](Cl)Cl.[Cu]Cl.C(O)(=O)C. The product is [F:1][C:2]1[CH:3]=[C:4]([S:18]([Cl:13])(=[O:21])=[O:19])[CH:5]=[C:6]([C:8]([F:11])([F:10])[F:9])[CH:7]=1. The yield is 0.260.